This data is from NCI-60 drug combinations with 297,098 pairs across 59 cell lines. The task is: Regression. Given two drug SMILES strings and cell line genomic features, predict the synergy score measuring deviation from expected non-interaction effect. (1) Drug 1: C1=C(C(=O)NC(=O)N1)N(CCCl)CCCl. Drug 2: C#CCC(CC1=CN=C2C(=N1)C(=NC(=N2)N)N)C3=CC=C(C=C3)C(=O)NC(CCC(=O)O)C(=O)O. Cell line: A549. Synergy scores: CSS=26.2, Synergy_ZIP=1.57, Synergy_Bliss=3.75, Synergy_Loewe=3.17, Synergy_HSA=2.89. (2) Cell line: NCIH23. Synergy scores: CSS=3.33, Synergy_ZIP=0.665, Synergy_Bliss=0.476, Synergy_Loewe=0.604, Synergy_HSA=-1.08. Drug 2: CC(C)(C#N)C1=CC(=CC(=C1)CN2C=NC=N2)C(C)(C)C#N. Drug 1: CC1=C2C(C(=O)C3(C(CC4C(C3C(C(C2(C)C)(CC1OC(=O)C(C(C5=CC=CC=C5)NC(=O)C6=CC=CC=C6)O)O)OC(=O)C7=CC=CC=C7)(CO4)OC(=O)C)O)C)OC(=O)C. (3) Drug 1: CS(=O)(=O)C1=CC(=C(C=C1)C(=O)NC2=CC(=C(C=C2)Cl)C3=CC=CC=N3)Cl. Drug 2: C1=NC2=C(N1)C(=S)N=C(N2)N. Cell line: ACHN. Synergy scores: CSS=53.7, Synergy_ZIP=0.129, Synergy_Bliss=0.262, Synergy_Loewe=-31.1, Synergy_HSA=-1.02.